This data is from NCI-60 drug combinations with 297,098 pairs across 59 cell lines. The task is: Regression. Given two drug SMILES strings and cell line genomic features, predict the synergy score measuring deviation from expected non-interaction effect. (1) Drug 1: C1CC(=O)NC(=O)C1N2CC3=C(C2=O)C=CC=C3N. Drug 2: CC1C(C(CC(O1)OC2CC(CC3=C2C(=C4C(=C3O)C(=O)C5=C(C4=O)C(=CC=C5)OC)O)(C(=O)CO)O)N)O.Cl. Cell line: SNB-19. Synergy scores: CSS=36.1, Synergy_ZIP=-0.554, Synergy_Bliss=-2.64, Synergy_Loewe=-20.4, Synergy_HSA=-2.46. (2) Drug 1: COC1=CC(=CC(=C1O)OC)C2C3C(COC3=O)C(C4=CC5=C(C=C24)OCO5)OC6C(C(C7C(O6)COC(O7)C8=CC=CS8)O)O. Drug 2: CN1C2=C(C=C(C=C2)N(CCCl)CCCl)N=C1CCCC(=O)O.Cl. Cell line: 786-0. Synergy scores: CSS=44.5, Synergy_ZIP=5.60, Synergy_Bliss=7.18, Synergy_Loewe=-17.5, Synergy_HSA=8.55.